From a dataset of Forward reaction prediction with 1.9M reactions from USPTO patents (1976-2016). Predict the product of the given reaction. Given the reactants [CH3:1][O:2][C:3](=[O:13])[C:4]1[CH:9]=[CH:8][C:7]([C:10](Cl)=[O:11])=[CH:6][CH:5]=1.[CH3:14][NH2:15].CO, predict the reaction product. The product is: [CH3:1][O:2][C:3](=[O:13])[C:4]1[CH:9]=[CH:8][C:7]([C:10]([NH:15][CH3:14])=[O:11])=[CH:6][CH:5]=1.